This data is from Full USPTO retrosynthesis dataset with 1.9M reactions from patents (1976-2016). The task is: Predict the reactants needed to synthesize the given product. (1) The reactants are: O.O.O.[F-].C([N+](CCCC)(CCCC)CCCC)CCC.[NH2:22][C:23]1[CH2:44][O:43][CH2:42][C@:25]2([C:38]3[CH:37]=[C:36](Br)[CH:35]=[C:34]([F:40])[C:33]=3[O:32][C:31]3[C:26]2=[CH:27][C:28]([OH:41])=[CH:29][CH:30]=3)[N:24]=1.C[Si](C)(C)[C:47]#[C:48][C:49]1([CH3:53])[CH2:52][O:51][CH2:50]1. Given the product [NH2:22][C:23]1[CH2:44][O:43][CH2:42][C@:25]2([C:38]3[CH:37]=[C:36]([C:47]#[C:48][C:49]4([CH3:53])[CH2:52][O:51][CH2:50]4)[CH:35]=[C:34]([F:40])[C:33]=3[O:32][C:31]3[C:26]2=[CH:27][C:28]([OH:41])=[CH:29][CH:30]=3)[N:24]=1, predict the reactants needed to synthesize it. (2) Given the product [OH:19][CH2:8][CH:7]([C:11]1[C:12]([CH3:18])=[CH:13][C:14]([CH3:17])=[C:15]([CH3:16])[C:10]=1[OH:9])[C:1]1[CH:2]=[CH:3][CH:4]=[CH:5][CH:6]=1, predict the reactants needed to synthesize it. The reactants are: [C:1]1([CH:7]2[C:11]3[C:12]([CH3:18])=[CH:13][C:14]([CH3:17])=[C:15]([CH3:16])[C:10]=3[O:9][C:8]2=[O:19])[CH:6]=[CH:5][CH:4]=[CH:3][CH:2]=1. (3) Given the product [CH3:12][O:13][C:14]1[CH:15]=[C:16]2[C:21](=[CH:22][CH:23]=1)[N:20]([C:2]1[C:11]3[C:6](=[CH:7][CH:8]=[CH:9][CH:10]=3)[CH:5]=[CH:4][CH:3]=1)[CH2:19][CH2:18][CH2:17]2, predict the reactants needed to synthesize it. The reactants are: Br[C:2]1[C:11]2[C:6](=[CH:7][CH:8]=[CH:9][CH:10]=2)[CH:5]=[CH:4][CH:3]=1.[CH3:12][O:13][C:14]1[CH:15]=[C:16]2[C:21](=[CH:22][CH:23]=1)[NH:20][CH2:19][CH2:18][CH2:17]2.C([O-])([O-])=O.[Cs+].[Cs+].CC(C1C=C(C(C)C)C(C2C=CC=CC=2P(C2CCCCC2)C2CCCCC2)=C(C(C)C)C=1)C. (4) Given the product [CH2:12]([O:14][C:15]([CH:17]1[CH2:22][CH2:21][N:20]([CH2:6][CH2:5][C:4]#[N:3])[CH2:19][CH2:18]1)=[O:16])[CH3:13], predict the reactants needed to synthesize it. The reactants are: C([N:3]1CC[CH:6](C(O)=O)[CH2:5][CH2:4]1)C.[CH2:12]([O:14][C:15]([CH:17]1[CH2:22][CH2:21][NH:20][CH2:19][CH2:18]1)=[O:16])[CH3:13].C(#N)C=C.